Dataset: CYP3A4 inhibition data for predicting drug metabolism from PubChem BioAssay. Task: Regression/Classification. Given a drug SMILES string, predict its absorption, distribution, metabolism, or excretion properties. Task type varies by dataset: regression for continuous measurements (e.g., permeability, clearance, half-life) or binary classification for categorical outcomes (e.g., BBB penetration, CYP inhibition). Dataset: cyp3a4_veith. (1) The molecule is COc1ccc(/C=N/NC(=O)c2ccn[nH]2)cc1COc1ccc(F)cc1. The result is 0 (non-inhibitor). (2) The compound is COc1ccccc1CNC(=O)CSc1nc2nc(C)cc(C)n2n1. The result is 1 (inhibitor). (3) The drug is Nc1ncnc2c1ncn2[C@H]1O[C@H]2COP(=O)(O)O[C@H]2[C@H]1O. The result is 0 (non-inhibitor). (4) The compound is CC(=O)c1c(O)c(C)c(O)c(Cc2c(O)c3c(c(C(=O)/C=C\c4ccccc4)c2O)OC(C)(C)C=C3)c1O. The result is 1 (inhibitor).